From a dataset of Merck oncology drug combination screen with 23,052 pairs across 39 cell lines. Regression. Given two drug SMILES strings and cell line genomic features, predict the synergy score measuring deviation from expected non-interaction effect. (1) Drug 1: CN1C(=O)C=CC2(C)C3CCC4(C)C(NC(=O)OCC(F)(F)F)CCC4C3CCC12. Drug 2: NC1(c2ccc(-c3nc4ccn5c(=O)[nH]nc5c4cc3-c3ccccc3)cc2)CCC1. Cell line: A2780. Synergy scores: synergy=29.9. (2) Drug 1: Cn1nnc2c(C(N)=O)ncn2c1=O. Drug 2: Cn1cc(-c2cnn3c(N)c(Br)c(C4CCCNC4)nc23)cn1. Cell line: SW620. Synergy scores: synergy=41.9. (3) Drug 1: CN(Cc1cnc2nc(N)nc(N)c2n1)c1ccc(C(=O)NC(CCC(=O)O)C(=O)O)cc1. Drug 2: NC(=O)c1cccc2cn(-c3ccc(C4CCCNC4)cc3)nc12. Cell line: A427. Synergy scores: synergy=16.5. (4) Cell line: NCIH2122. Drug 2: O=C(CCCCCCC(=O)Nc1ccccc1)NO. Drug 1: N#Cc1ccc(Cn2cncc2CN2CCN(c3cccc(Cl)c3)C(=O)C2)cc1. Synergy scores: synergy=21.3. (5) Drug 1: CC1CC2C3CCC4=CC(=O)C=CC4(C)C3(F)C(O)CC2(C)C1(O)C(=O)CO. Drug 2: COC1=C2CC(C)CC(OC)C(O)C(C)C=C(C)C(OC(N)=O)C(OC)C=CC=C(C)C(=O)NC(=CC1=O)C2=O. Cell line: MDAMB436. Synergy scores: synergy=11.2. (6) Drug 1: CCC1=CC2CN(C1)Cc1c([nH]c3ccccc13)C(C(=O)OC)(c1cc3c(cc1OC)N(C)C1C(O)(C(=O)OC)C(OC(C)=O)C4(CC)C=CCN5CCC31C54)C2. Synergy scores: synergy=-28.4. Cell line: PA1. Drug 2: O=C(O)C1(Cc2cccc(Nc3nccs3)n2)CCC(Oc2cccc(Cl)c2F)CC1.